Dataset: Forward reaction prediction with 1.9M reactions from USPTO patents (1976-2016). Task: Predict the product of the given reaction. (1) Given the reactants C(OC([C:6]1[C:7]([NH:14][C@@H:15]2[CH2:19][CH2:18][C@@H:17]([O:20][Si:21]([C:24]([CH3:27])([CH3:26])[CH3:25])([CH3:23])[CH3:22])[CH2:16]2)=[N:8][C:9](SC)=[N:10][CH:11]=1)=O)C.[H-].[Al+3].[Li+].[H-].[H-].[H-].[C:34]([CH:37]([CH:39]([C:41]([O-:43])=O)O)O)([O-])=O.[Na+].[K+].CO[C:48]1[CH:53]=[CH:52][C:51]([NH2:54])=[CH:50][CH:49]=1.O.[C:56]1([CH3:66])C=CC(S(O)(=O)=O)=CC=1.[CH2:67]([N:69](CC)CC)C.[C:74](Cl)(Cl)=[O:75].[C:78]1(C)C=CC=CC=1.ClC1C=C(C=CC=1)C(OO)=O, predict the reaction product. The product is: [C:24]([Si:21]([CH3:23])([CH3:22])[O:20][C@@H:17]1[CH2:18][CH2:19][C@@H:15]([N:14]2[C:7]3=[N:8][C:9]([NH:54][C:51]4[CH:50]=[CH:49][CH:48]=[CH:53][CH:52]=4)=[N:10][CH:11]=[C:6]3[CH2:67][N:69]([C:34]3[CH:37]=[CH:39][C:41]([O:43][CH3:78])=[CH:66][CH:56]=3)[C:74]2=[O:75])[CH2:16]1)([CH3:26])([CH3:27])[CH3:25]. (2) Given the reactants [NH:1]([C:8]1[S:9][C:10]([C:13]([O:15]C)=[O:14])=[CH:11][N:12]=1)[C:2]1[CH:7]=[CH:6][CH:5]=[CH:4][CH:3]=1.O.[OH-].[Li+].Cl, predict the reaction product. The product is: [NH:1]([C:8]1[S:9][C:10]([C:13]([OH:15])=[O:14])=[CH:11][N:12]=1)[C:2]1[CH:3]=[CH:4][CH:5]=[CH:6][CH:7]=1. (3) Given the reactants [CH3:1][C:2]1[N:3]=[C:4]([NH2:7])[S:5][CH:6]=1.[Cl:8][C:9]1[CH:14]=[C:13]([S:15][C:16]2[N:17]([CH3:21])[CH:18]=[CH:19][N:20]=2)[CH:12]=[CH:11][N:10]=1.P([O-])([O-])([O-])=O.[K+].[K+].[K+], predict the reaction product. The product is: [ClH:8].[ClH:8].[CH3:21][N:17]1[CH:18]=[CH:19][N:20]=[C:16]1[S:15][C:13]1[CH:14]=[CH:9][N:10]=[C:11]([NH:7][C:4]2[S:5][CH:6]=[C:2]([CH3:1])[N:3]=2)[CH:12]=1. (4) Given the reactants [C:1]([C:5]1[CH:10]=[CH:9][C:8](Br)=[CH:7][CH:6]=1)([CH3:4])([CH3:3])[CH3:2].[NH:12]1[CH2:17][CH2:16][O:15][CH2:14][CH2:13]1.CC(C)([O-])C.[Na+], predict the reaction product. The product is: [C:1]([C:5]1[CH:10]=[CH:9][C:8]([N:12]2[CH2:17][CH2:16][O:15][CH2:14][CH2:13]2)=[CH:7][CH:6]=1)([CH3:4])([CH3:3])[CH3:2]. (5) Given the reactants [NH:1]1[C:5]2[CH:6]=[CH:7][CH:8]=[CH:9][C:4]=2[N:3]=[C:2]1[N:10]1[CH:14]=[C:13]([C:15]2[C:19]3=[N:20][CH:21]=[CH:22][CH:23]=[C:18]3[N:17]([CH2:24][CH3:25])[N:16]=2)[CH:12]=[N:11]1.CI.[C:28]([O-])([O-])=O.[Cs+].[Cs+].O, predict the reaction product. The product is: [CH2:24]([N:17]1[C:18]2[C:19](=[N:20][CH:21]=[CH:22][CH:23]=2)[C:15]([C:13]2[CH:12]=[N:11][N:10]([C:2]3[N:1]([CH3:28])[C:5]4[CH:6]=[CH:7][CH:8]=[CH:9][C:4]=4[N:3]=3)[CH:14]=2)=[N:16]1)[CH3:25]. (6) Given the reactants FC(F)(F)S(O[C:7]1[CH:12]=[CH:11][C:10]([C:13]2([O:16][CH2:17][CH3:18])[CH2:15][CH2:14]2)=[C:9]([CH:19]([CH3:21])[CH3:20])[CH:8]=1)(=O)=O.[CH3:24][Si:25]([C:28]#[CH:29])([CH3:27])[CH3:26], predict the reaction product. The product is: [CH2:17]([O:16][C:13]1([C:10]2[CH:11]=[CH:12][C:7]([C:29]#[C:28][Si:25]([CH3:27])([CH3:26])[CH3:24])=[CH:8][C:9]=2[CH:19]([CH3:21])[CH3:20])[CH2:15][CH2:14]1)[CH3:18]. (7) The product is: [F:16][C:17]1[CH:22]=[CH:21][C:20]([CH:1]([OH:2])[CH:3]2[CH2:8][CH2:7][N:6]([C:9]([O:11][C:12]([CH3:15])([CH3:14])[CH3:13])=[O:10])[CH2:5][CH2:4]2)=[CH:19][CH:18]=1. Given the reactants [CH:1]([CH:3]1[CH2:8][CH2:7][N:6]([C:9]([O:11][C:12]([CH3:15])([CH3:14])[CH3:13])=[O:10])[CH2:5][CH2:4]1)=[O:2].[F:16][C:17]1[CH:22]=[CH:21][C:20]([Mg]Br)=[CH:19][CH:18]=1, predict the reaction product. (8) Given the reactants [Cl:1][C:2]1[C:7]([CH:8]2[CH2:17][CH2:16][C:11]3(OCC[O:12]3)[CH2:10][CH2:9]2)=[N:6][CH:5]=[CH:4][N:3]=1.Cl, predict the reaction product. The product is: [Cl:1][C:2]1[C:7]([CH:8]2[CH2:9][CH2:10][C:11](=[O:12])[CH2:16][CH2:17]2)=[N:6][CH:5]=[CH:4][N:3]=1. (9) The product is: [C:5]1([C:3]2[N:4]=[C:20]([C:19]3[CH:23]=[CH:24][CH:25]=[C:17]([O:16][CH3:15])[C:18]=3[OH:26])[O:1][N:2]=2)[C:14]2[C:9](=[CH:10][CH:11]=[CH:12][CH:13]=2)[CH:8]=[CH:7][N:6]=1. Given the reactants [OH:1][NH:2][C:3]([C:5]1[C:14]2[C:9](=[CH:10][CH:11]=[CH:12][CH:13]=2)[CH:8]=[CH:7][N:6]=1)=[NH:4].[CH3:15][O:16][C:17]1[CH:25]=[CH:24][CH:23]=[C:19]([C:20](O)=O)[C:18]=1[OH:26], predict the reaction product.